Dataset: TCR-epitope binding with 47,182 pairs between 192 epitopes and 23,139 TCRs. Task: Binary Classification. Given a T-cell receptor sequence (or CDR3 region) and an epitope sequence, predict whether binding occurs between them. (1) The epitope is KLNVGDYFV. The TCR CDR3 sequence is CATSDLPGTSSYNEQFF. Result: 0 (the TCR does not bind to the epitope). (2) The TCR CDR3 sequence is CASSLGSDNEQFF. The epitope is GMFNMLSTVLGVS. Result: 0 (the TCR does not bind to the epitope).